From a dataset of Forward reaction prediction with 1.9M reactions from USPTO patents (1976-2016). Predict the product of the given reaction. (1) Given the reactants Cl[C:2]1[C:3]2[N:18]=[CH:17][CH:16]=[CH:15][C:4]=2[N:5]=[C:6]([C:8]2[CH:13]=[CH:12][CH:11]=[CH:10][C:9]=2[Cl:14])[N:7]=1.[NH2:19][CH2:20][CH2:21][NH:22][C:23]1[CH:30]=[CH:29][C:26]([C:27]#[N:28])=[CH:25][N:24]=1, predict the reaction product. The product is: [Cl:14][C:9]1[CH:10]=[CH:11][CH:12]=[CH:13][C:8]=1[C:6]1[N:7]=[C:2]([NH:19][CH2:20][CH2:21][NH:22][C:23]2[CH:30]=[CH:29][C:26]([C:27]#[N:28])=[CH:25][N:24]=2)[C:3]2[N:18]=[CH:17][CH:16]=[CH:15][C:4]=2[N:5]=1. (2) Given the reactants [Li+].CC([N-][CH:6]([CH3:8])[CH3:7])C.[N:9]1[CH:14]=[CH:13][CH:12]=[C:11](C)[CH:10]=1.I[CH2:17][CH2:18][CH2:19][CH2:20][CH2:21][CH2:22][CH2:23][CH2:24][CH2:25][CH2:26]I.[NH4+:28].[Cl-].[CH2:30]1[CH2:34]O[CH2:32][CH2:31]1, predict the reaction product. The product is: [CH2:17]([C:13]1[CH:14]=[N:9][CH:10]=[CH:11][CH:12]=1)[CH2:18][CH2:19][CH2:20][CH2:21][CH2:22][CH2:23][CH2:24][CH2:25][CH2:26][CH2:32][CH2:31][C:30]1[CH:34]=[N:28][CH:8]=[CH:6][CH:7]=1.